Dataset: Forward reaction prediction with 1.9M reactions from USPTO patents (1976-2016). Task: Predict the product of the given reaction. (1) Given the reactants [Br:1][C:2]1[CH:14]=[CH:13][C:12]2[C:11]3[C:6](=[CH:7][C:8]([Br:15])=[CH:9][CH:10]=3)[CH2:5][C:4]=2[CH:3]=1.Br[CH2:17][CH2:18][CH2:19][CH2:20][CH:21]=[CH2:22], predict the reaction product. The product is: [Br:1][C:2]1[CH:14]=[CH:13][C:12]2[C:11]3[C:6](=[CH:7][C:8]([Br:15])=[CH:9][CH:10]=3)[C:5]([CH2:12][CH2:13][CH2:14][CH2:2][CH:3]=[CH2:4])([CH2:17][CH2:18][CH2:19][CH2:20][CH:21]=[CH2:22])[C:4]=2[CH:3]=1. (2) The product is: [Br:26][C:27]1[CH:28]=[C:29]2[C:33](=[C:34]([C:36]([O:38][CH2:39][CH3:40])=[O:37])[CH:35]=1)[NH:32][CH:31]=[C:30]2[CH:11]1[CH2:10][CH2:9][S:8][CH:7]([C:1]2[CH:6]=[CH:5][CH:4]=[CH:3][CH:2]=2)[CH2:12]1. Given the reactants [C:1]1([CH:7]2[CH2:12][C:11](=O)[CH2:10][CH2:9][S:8]2)[CH:6]=[CH:5][CH:4]=[CH:3][CH:2]=1.FC(F)(F)S(O[Si](C)(C)C)(=O)=O.[Br:26][C:27]1[CH:28]=[C:29]2[C:33](=[C:34]([C:36]([O:38][CH2:39][CH3:40])=[O:37])[CH:35]=1)[NH:32][CH:31]=[CH:30]2.C([SiH](CC)CC)C, predict the reaction product. (3) Given the reactants [C:1]([O:5][C:6]([N:8]1[C:16]2[CH2:15][CH2:14][CH2:13][C:12](=[O:17])[C:11]=2[CH:10]=[CH:9]1)=[O:7])([CH3:4])([CH3:3])[CH3:2], predict the reaction product. The product is: [C:1]([O:5][C:6]([N:8]1[CH:16]2[CH:11]([CH:12]([OH:17])[CH2:13][CH2:14][CH2:15]2)[CH2:10][CH2:9]1)=[O:7])([CH3:4])([CH3:2])[CH3:3]. (4) Given the reactants N1[CH2:6][CH2:5][CH2:4][CH2:3][CH2:2]1.C1C2C(COC([NH:24][C@@H:25]([CH2:38][C:39]([O:41][CH2:42][CH:43]=[CH2:44])=[O:40])[C:26]([O:28][C:29](C3C=CC=CC=3)([CH3:31])[CH3:30])=[O:27])=O)C3C(=CC=CC=3)C=2C=CC=1.[C:53](O[C:53]([O:55][C:56]([CH3:59])([CH3:58])[CH3:57])=[O:54])([O:55][C:56]([CH3:59])([CH3:58])[CH3:57])=[O:54].[CH2:60](N(CC)CC)C, predict the reaction product. The product is: [C:56]([O:55][C:53]([NH:24][C@@H:25]([CH2:38][C:39]([O:41][CH2:42][CH:43]=[CH2:44])=[O:40])[C:26]([O:28][C:29]([C:2]1[CH:3]=[CH:4][CH:5]=[CH:6][CH:60]=1)([CH3:30])[CH3:31])=[O:27])=[O:54])([CH3:57])([CH3:58])[CH3:59]. (5) Given the reactants [C:1]1([CH2:7][C:8]([O:10]OC)=[O:9])[CH:6]=[CH:5][CH:4]=[CH:3][CH:2]=1.[CH3:13][OH:14], predict the reaction product. The product is: [CH3:13][O:14][CH:7]([C:1]1[CH:2]=[CH:3][CH:4]=[CH:5][CH:6]=1)[C:8]([OH:10])=[O:9].